Task: Predict the product of the given reaction.. Dataset: Forward reaction prediction with 1.9M reactions from USPTO patents (1976-2016) The product is: [CH2:21]([NH:18][C:5](=[O:7])[C:4]1[CH:8]=[C:9]([S:12](=[O:14])(=[O:13])[N:37]([CH2:36][C:32]2[CH:31]=[C:30]([C:27]3[CH:28]=[CH:29][C:24]([Cl:23])=[CH:25][CH:26]=3)[CH:35]=[CH:34][CH:33]=2)[CH2:38][C:39]2[CH:40]=[CH:41][C:42]([F:45])=[CH:43][CH:44]=2)[C:10]([OH:11])=[C:2]([Cl:1])[CH:3]=1)[C:22]1[CH:4]=[CH:3][CH:2]=[CH:10][CH:9]=1. Given the reactants [Cl:1][C:2]1[CH:3]=[C:4]([CH:8]=[C:9]([S:12](Cl)(=[O:14])=[O:13])[C:10]=1[OH:11])[C:5]([OH:7])=O.C([N:18]([CH2:21][CH3:22])CC)C.[Cl:23][C:24]1[CH:29]=[CH:28][C:27]([C:30]2[CH:35]=[CH:34][CH:33]=[C:32]([CH2:36][NH:37][CH2:38][C:39]3[CH:44]=[CH:43][C:42]([F:45])=[CH:41][CH:40]=3)[CH:31]=2)=[CH:26][CH:25]=1, predict the reaction product.